The task is: Binary Classification. Given a miRNA mature sequence and a target amino acid sequence, predict their likelihood of interaction.. This data is from Experimentally validated miRNA-target interactions with 360,000+ pairs, plus equal number of negative samples. (1) The miRNA is hsa-miR-3187-3p with sequence UUGGCCAUGGGGCUGCGCGG. The protein sequence of the target gene is MNVNQSVPPVPPFGQPQPIYPGYHQSSYGGQSGSTAPAIPYGAYNGPVPGYQQTPPQGMSRAPPSSGAPPASTAQAPCGQAAYGQFGQGDVQNGPSSTVQMQRLPGSQPFGSPLAPVGNQPPVLQPYGPPPTSAQVATQLSGMQISGAVAPAPPSSGLGFGPPTSLASASGSFPNSGLYGSYPQGQAPPLSQAQGHPGIQTPQRSAPSQASSFTPPASGGPRLPSMTGPLLPGQSFGGPSVSQPNHVSSPPQALPPGTQMTGPLGPLPPMHSPQQPGYQPQQNGSFGPARGPQSNYGGPY.... Result: 0 (no interaction). (2) Result: 0 (no interaction). The miRNA is mmu-miR-291a-3p with sequence AAAGUGCUUCCACUUUGUGUGC. The protein sequence of the target gene is MDMNSFSPMMPTSPLSMINQIKFEDEPDLKDLFITVDEPESHVTTIETFITYRIITKTSRGEFDSSEFEVRRRYQDFLWLKGKLEEAHPTLIIPPLPEKFIVKGMVERFNDDFIETRRKALHKFLNRIADHPTLTFNEDFKIFLTAQAWELSSHKKQGPGLLSRMGQTVRAVASSMRGVKNRPEEFMEMNNFIELFSQKINLIDKISQRIYKEEREYFDEMKEYGPIHILWSASEEDLVDTLKDVASCIDRCCKATEKRMSGLSEALLPVVHEYVLYSEMLMGVMKRRDQIQAELDSKVE....